From a dataset of Full USPTO retrosynthesis dataset with 1.9M reactions from patents (1976-2016). Predict the reactants needed to synthesize the given product. (1) Given the product [Cl:18][C:12]1[CH:13]=[CH:14][CH:15]=[C:16]([F:17])[C:11]=1[C:9]1[S:8][C:7]2[C:2]([NH:25][C:23]([NH:22][CH:19]3[CH2:21][CH2:20]3)=[O:24])=[N:3][CH:4]=[CH:5][C:6]=2[N:10]=1, predict the reactants needed to synthesize it. The reactants are: Br[C:2]1[C:7]2[S:8][C:9]([C:11]3[C:16]([F:17])=[CH:15][CH:14]=[CH:13][C:12]=3[Cl:18])=[N:10][C:6]=2[CH:5]=[CH:4][N:3]=1.[CH:19]1([NH:22][C:23]([NH2:25])=[O:24])[CH2:21][CH2:20]1.CC1(C)C2C(=C(P(C3C=CC=CC=3)C3C=CC=CC=3)C=CC=2)OC2C(P(C3C=CC=CC=3)C3C=CC=CC=3)=CC=CC1=2.C([O-])([O-])=O.[Cs+].[Cs+]. (2) Given the product [CH2:1]([C:3]1[O:4][C:5]([C:9]([NH:11][C:12]2[CH:13]=[CH:14][C:15]([C:18]3[CH:23]=[CH:22][C:21]([C:24]45[CH2:29][CH2:28][C:27]([CH2:32][C:33]([OH:35])=[O:34])([CH2:30][CH2:31]4)[CH2:26][O:25]5)=[CH:20][CH:19]=3)=[CH:16][CH:17]=2)=[O:10])=[C:6]([CH3:8])[N:7]=1)[CH3:2], predict the reactants needed to synthesize it. The reactants are: [CH2:1]([C:3]1[O:4][C:5]([C:9]([NH:11][C:12]2[CH:17]=[CH:16][C:15]([C:18]3[CH:23]=[CH:22][C:21]([C:24]45[CH2:31][CH2:30][C:27]([CH2:32][C:33]([O:35]C)=[O:34])([CH2:28][CH2:29]4)[CH2:26][O:25]5)=[CH:20][CH:19]=3)=[CH:14][CH:13]=2)=[O:10])=[C:6]([CH3:8])[N:7]=1)[CH3:2].O.[OH-].[Li+].O1CCCC1.C(O)C. (3) Given the product [F:14][C:15]1[CH:20]=[C:19]([OH:21])[CH:18]=[CH:17][C:16]=1[C:23]1[CH:27]=[C:26]([CH3:28])[O:25][N:24]=1, predict the reactants needed to synthesize it. The reactants are: C(S)CCCCCCCCCCC.[F:14][C:15]1[CH:20]=[C:19]([O:21]C)[CH:18]=[CH:17][C:16]=1[C:23]1[CH:27]=[C:26]([CH3:28])[O:25][N:24]=1.[Al+3].[Cl-].[Cl-].[Cl-]. (4) Given the product [NH2:5][C:6]1[C:7]2[CH:14]=[CH:13][N:12]([C@@H:15]3[O:21][C@H:20]([CH2:22][OH:23])[C@@H:18]([OH:19])[C@@:16]3([CH2:2][CH3:1])[OH:17])[C:8]=2[N:9]=[CH:10][N:11]=1, predict the reactants needed to synthesize it. The reactants are: [CH3:1][CH2:2][Mg+].[Br-].[NH2:5][C:6]1[C:7]2[CH:14]=[CH:13][N:12]([C@@H:15]3[O:21][C@H:20]([CH2:22][OH:23])[C@@H:18]([OH:19])[C@@:16]3(C)[OH:17])[C:8]=2[N:9]=[CH:10][N:11]=1.O. (5) Given the product [CH:3]1([N:7]2[CH2:12][CH2:11][NH:10][CH2:9][CH2:8]2)[CH2:6][CH2:5][CH2:4]1, predict the reactants needed to synthesize it. The reactants are: Cl.Cl.[CH:3]1([N:7]2[CH2:12][CH2:11][NH:10][CH2:9][CH2:8]2)[CH2:6][CH2:5][CH2:4]1. (6) Given the product [Cl:1][CH2:2][C:3]#[C:4][CH2:5][O:6][CH:8]1[CH2:9][CH2:10][CH2:11][CH2:12][O:7]1, predict the reactants needed to synthesize it. The reactants are: [Cl:1][CH2:2][C:3]#[C:4][CH2:5][OH:6].[O:7]1[CH:12]=[CH:11][CH2:10][CH2:9][CH2:8]1.C1(C)C=CC(S([O-])(=O)=O)=CC=1.[NH+]1C=CC=CC=1. (7) Given the product [OH:2][C:3]1[CH:4]=[C:5]2[C:10](=[CH:11][CH:12]=1)[C:9](=[O:13])[N:8]([CH2:14][C:15]([O:17][CH2:18][CH3:19])=[O:16])[CH2:7][CH2:6]2, predict the reactants needed to synthesize it. The reactants are: C[O:2][C:3]1[CH:4]=[C:5]2[C:10](=[CH:11][CH:12]=1)[C:9](=[O:13])[N:8]([CH2:14][C:15]([O:17][CH2:18][CH3:19])=[O:16])[CH2:7][CH2:6]2.B(Br)(Br)Br.